This data is from Reaction yield outcomes from USPTO patents with 853,638 reactions. The task is: Predict the reaction yield, written as a fraction of the theoretical maximum amount of product (1.0 means a 100% yield; for example, 0.34 means a 34% yield). (1) The reactants are Cl[C:2]1[CH:7]=[C:6]([N:8]([CH3:33])[C:9]2[C:10]([CH:30]3[CH2:32][CH2:31]3)=[N:11][C:12]([N:17]3[CH2:22][CH2:21][N:20]([C:23](=[O:28])[CH2:24][CH2:25][O:26][CH3:27])[C@H:19]([CH3:29])[CH2:18]3)=[C:13]([CH:16]=2)[C:14]#[N:15])[CH:5]=[CH:4][N:3]=1.[K].[CH:35]([B-](F)(F)F)=[CH2:36].[H+].CCN(C(C)C)C(C)C. The catalyst is C(O)(C)C.O.C1C=CC(P(C2C=CC=CC=2)[C-]2C=CC=C2)=CC=1.C1C=CC(P(C2C=CC=CC=2)[C-]2C=CC=C2)=CC=1.Cl[Pd]Cl.[Fe+2]. The product is [CH:30]1([C:10]2[C:9]([N:8]([CH3:33])[C:6]3[CH:5]=[CH:4][N:3]=[C:2]([CH:35]=[CH2:36])[CH:7]=3)=[CH:16][C:13]([C:14]#[N:15])=[C:12]([N:17]3[CH2:22][CH2:21][N:20]([C:23](=[O:28])[CH2:24][CH2:25][O:26][CH3:27])[C@H:19]([CH3:29])[CH2:18]3)[N:11]=2)[CH2:32][CH2:31]1. The yield is 0.275. (2) The reactants are [OH:1][C:2]1[CH:7]=[CH:6][C:5]([C:8]2[C:9](=[O:23])[C:10]([CH3:22])([CH3:21])[O:11][C:12]=2[C:13]2[CH:18]=[CH:17][C:16]([O:19][CH3:20])=[CH:15][CH:14]=2)=[CH:4][CH:3]=1.C(=O)([O-])[O-].[Cs+].[Cs+].CN(C=O)C.Cl[CH2:36][C:37]1[CH:38]=[CH:39][C:40]2[N:41]([CH:43]=[CH:44][N:45]=2)[N:42]=1. The catalyst is O. The product is [N:45]1[CH:44]=[CH:43][N:41]2[C:40]=1[CH:39]=[CH:38][C:37]([CH2:36][O:1][C:2]1[CH:3]=[CH:4][C:5]([C:8]3[C:9](=[O:23])[C:10]([CH3:21])([CH3:22])[O:11][C:12]=3[C:13]3[CH:18]=[CH:17][C:16]([O:19][CH3:20])=[CH:15][CH:14]=3)=[CH:6][CH:7]=1)=[N:42]2. The yield is 0.470. (3) The reactants are [CH2:1]([O:3][C:4](=[O:17])[C:5]#[C:6][C:7]1[CH:16]=[CH:15][C:14]2[C:9](=[CH:10][CH:11]=[CH:12][CH:13]=2)[CH:8]=1)[CH3:2].[C:18]([O:22][C:23]([N:25]1[C:34]2[C:29](=[CH:30][CH:31]=[C:32]([CH2:35][CH2:36][O:37][C:38]3[CH:39]=[C:40]4[C:44](=[CH:45][CH:46]=3)[NH:43][CH:42]=[CH:41]4)[N:33]=2)[CH2:28][CH2:27][CH2:26]1)=[O:24])([CH3:21])([CH3:20])[CH3:19]. No catalyst specified. The product is [C:18]([O:22][C:23]([N:25]1[C:34]2[C:29](=[CH:30][CH:31]=[C:32]([CH2:35][CH2:36][O:37][C:38]3[CH:39]=[C:40]4[C:44](=[CH:45][CH:46]=3)[N:43]([C:6]([C:7]3[CH:16]=[CH:15][C:14]5[C:9](=[CH:10][CH:11]=[CH:12][CH:13]=5)[CH:8]=3)=[CH:5][C:4]([O:3][CH2:1][CH3:2])=[O:17])[CH:42]=[CH:41]4)[N:33]=2)[CH2:28][CH2:27][CH2:26]1)=[O:24])([CH3:21])([CH3:19])[CH3:20]. The yield is 0.880. (4) The reactants are [CH3:1][C:2]1([CH3:10])[CH2:7][C:6](=[O:8])[CH2:5][C:4](=[O:9])[CH2:3]1.[CH:11]1([CH2:14][C:15](O)=[O:16])[CH2:13][CH2:12]1.C1(N=C=NC2CCCCC2)CCCCC1.C1(=O)CCCCC1=O. The catalyst is CN(C)C1C=CN=CC=1.C(Cl)Cl. The product is [CH:11]1([CH2:14][C:15]([CH:5]2[C:6](=[O:8])[CH2:7][C:2]([CH3:10])([CH3:1])[CH2:3][C:4]2=[O:9])=[O:16])[CH2:13][CH2:12]1. The yield is 0.920. (5) The reactants are [NH2:1][C:2]1[S:3][CH:4]([CH3:7])[CH2:5][N:6]=1.Br[CH2:9][CH2:10][C:11]1[CH:12]=[CH:13][C:14]([Cl:17])=[N:15][CH:16]=1. The product is [Cl:17][C:14]1[N:15]=[CH:16][C:11]([CH2:10][CH2:9][N:6]2[CH:5]=[C:4]([CH3:7])[S:3][C:2]2=[NH:1])=[CH:12][CH:13]=1. The yield is 0.612. The catalyst is C(#N)C. (6) The reactants are [CH3:1][N:2]([CH3:6])[CH2:3][CH2:4][OH:5].[OH-].[K+].F[C:10]1[CH:15]=[CH:14][C:13]([N+:16]([O-:18])=[O:17])=[C:12]([O:19][CH:20]([CH3:22])[CH3:21])[CH:11]=1. The catalyst is CCCCCCCC[N+](CCCCCCCC)(CCCCCCCC)C.[Cl-]. The product is [CH:20]([O:19][C:12]1[CH:11]=[C:10]([CH:15]=[CH:14][C:13]=1[N+:16]([O-:18])=[O:17])[O:5][CH2:4][CH2:3][N:2]([CH3:6])[CH3:1])([CH3:22])[CH3:21]. The yield is 0.550. (7) The reactants are [F:1][C:2]1[C:7]([CH3:8])=[CH:6][CH:5]=[C:4]([F:9])[C:3]=1[C:10]1[N:15]=[C:14]([C:16]([O:18]C)=[O:17])[CH:13]=[CH:12][CH:11]=1.[OH-].[Na+]. The catalyst is C1COCC1.C(OCC)(=O)C. The product is [F:1][C:2]1[C:7]([CH3:8])=[CH:6][CH:5]=[C:4]([F:9])[C:3]=1[C:10]1[N:15]=[C:14]([C:16]([OH:18])=[O:17])[CH:13]=[CH:12][CH:11]=1. The yield is 0.850.